Task: Predict the reaction yield, written as a fraction of the theoretical maximum amount of product (1.0 means a 100% yield; for example, 0.34 means a 34% yield).. Dataset: Reaction yield outcomes from USPTO patents with 853,638 reactions (1) The reactants are [OH:1][C@@H:2]1[C:10]2[C:5](=[CH:6][CH:7]=[CH:8][CH:9]=2)[CH2:4][C@@:3]1([CH2:20][C:21]1[CH:32]=[CH:31][C:24]([C:25]([O:27][CH2:28][CH2:29][CH3:30])=[O:26])=[CH:23][CH:22]=1)[C:11]1[CH2:12][C:13]2[C:18]([CH:19]=1)=[CH:17][CH:16]=[CH:15][CH:14]=2.C1CCC(N=C=NC2CCCCC2)CC1.C([NH:65][C@H:66]([C:71](O)=[O:72])[CH2:67][CH:68]([CH3:70])[CH3:69])(OCC1C2C(=CC=CC=2)C2C1=CC=CC=2)=O. The catalyst is CN(C1C=CN=CC=1)C.C(OCC)(=O)C. The product is [NH2:65][C@@H:66]([CH2:67][CH:68]([CH3:70])[CH3:69])[C:71]([O:1][C@@H:2]1[C:10]2[C:5](=[CH:6][CH:7]=[CH:8][CH:9]=2)[CH2:4][C@@:3]1([CH2:20][C:21]1[CH:32]=[CH:31][C:24]([C:25]([O:27][CH2:28][CH2:29][CH3:30])=[O:26])=[CH:23][CH:22]=1)[C:11]1[CH2:12][C:13]2[C:18]([CH:19]=1)=[CH:17][CH:16]=[CH:15][CH:14]=2)=[O:72]. The yield is 0.530. (2) The reactants are Br[CH:2]1[CH2:7][CH2:6][CH2:5][CH:4]([C:8]([N:10]2[CH2:15][CH2:14][CH2:13][CH2:12][CH2:11]2)=[O:9])[C:3]1=O.[F:17][CH2:18][CH2:19][NH:20][C:21]1[CH:26]=[CH:25][CH:24]=[CH:23][CH:22]=1. The catalyst is CC(O)C.[Cl-].[Zn+2].[Cl-]. The product is [F:17][CH2:18][CH2:19][N:20]1[C:2]2[CH2:7][CH2:6][CH2:5][CH:4]([C:8]([N:10]3[CH2:15][CH2:14][CH2:13][CH2:12][CH2:11]3)=[O:9])[C:3]=2[C:26]2[C:21]1=[CH:22][CH:23]=[CH:24][CH:25]=2. The yield is 0.270. (3) The reactants are C([O-])([O-])=O.[Na+].[Na+].FC(F)(F)S(O[C:13]1[CH2:14][CH2:15][N:16]([C:19]([O:21][C:22]([CH3:25])([CH3:24])[CH3:23])=[O:20])[CH2:17][CH:18]=1)(=O)=O.S(O)(O)(=O)=O.[NH2:33][C:34]1[CH:35]=[C:36](B(O)O)[CH:37]=[CH:38][CH:39]=1.[NH2:33][C:34]1[CH:39]=[C:38](B(O)O)[CH:37]=[CH:36][CH:35]=1.[Cl-].[Li+]. The catalyst is C(COC)OC.C1C=CC([P]([Pd]([P](C2C=CC=CC=2)(C2C=CC=CC=2)C2C=CC=CC=2)([P](C2C=CC=CC=2)(C2C=CC=CC=2)C2C=CC=CC=2)[P](C2C=CC=CC=2)(C2C=CC=CC=2)C2C=CC=CC=2)(C2C=CC=CC=2)C2C=CC=CC=2)=CC=1.[Pd].C1(P(C2C=CC=CC=2)C2C=CC=CC=2)C=CC=CC=1. The product is [NH2:33][C:34]1[CH:39]=[C:38]([C:13]2[CH2:14][CH2:15][N:16]([C:19]([O:21][C:22]([CH3:25])([CH3:24])[CH3:23])=[O:20])[CH2:17][CH:18]=2)[CH:37]=[CH:36][CH:35]=1. The yield is 0.810. (4) The reactants are C(OC(=O)[CH:5]([C:16]1[CH:21]=[CH:20][C:19]([N+:22]([O-:24])=[O:23])=[CH:18][CH:17]=1)[C:6]1[CH:11]=[CH:10][N:9]=[C:8]([C:12]([F:15])([F:14])[F:13])[CH:7]=1)C.O.[Li+].[OH-]. The catalyst is CO. The product is [N+:22]([C:19]1[CH:18]=[CH:17][C:16]([CH2:5][C:6]2[CH:11]=[CH:10][N:9]=[C:8]([C:12]([F:15])([F:13])[F:14])[CH:7]=2)=[CH:21][CH:20]=1)([O-:24])=[O:23]. The yield is 0.290. (5) The reactants are Cl.[NH2:2][OH:3].[OH-].[Na+].[C:6](#[N:15])[CH2:7][CH2:8][CH2:9][CH2:10][CH2:11][CH2:12][CH2:13][CH3:14].Cl. The catalyst is C(O)C. The product is [OH:3][N:2]=[C:6]([NH2:15])[CH2:7][CH2:8][CH2:9][CH2:10][CH2:11][CH2:12][CH2:13][CH3:14]. The yield is 0.670. (6) The reactants are [CH3:1][O:2][C:3]([C:5]1([C:8]2[CH:13]=[CH:12][C:11]([O:14]C)=[C:10]([N+:16]([O-:18])=[O:17])[CH:9]=2)[CH2:7][CH2:6]1)=[O:4].B(Br)(Br)Br.O. The catalyst is C(Cl)Cl. The product is [CH3:1][O:2][C:3]([C:5]1([C:8]2[CH:13]=[CH:12][C:11]([OH:14])=[C:10]([N+:16]([O-:18])=[O:17])[CH:9]=2)[CH2:6][CH2:7]1)=[O:4]. The yield is 0.780. (7) The product is [CH:30]1([NH:29][C:27]([C@H:26]2[CH2:33][CH2:34][CH2:35][N:25]2[C:22]2[CH:21]=[CH:20][C:19]([NH:18][C:9]([NH2:10])=[NH:8])=[CH:24][CH:23]=2)=[O:28])[CH2:32][CH2:31]1. The yield is 0.750. The reactants are C(OC([NH:8]/[C:9](/[NH:18][C:19]1[CH:24]=[CH:23][C:22]([N:25]2[CH2:35][CH2:34][CH2:33][C@@H:26]2[C:27]([NH:29][CH:30]2[CH2:32][CH2:31]2)=[O:28])=[CH:21][CH:20]=1)=[N:10]/C(OC(C)(C)C)=O)=O)(C)(C)C.C(Cl)Cl.C(O)(C(F)(F)F)=O. The catalyst is CO.